Dataset: Reaction yield outcomes from USPTO patents with 853,638 reactions. Task: Predict the reaction yield, written as a fraction of the theoretical maximum amount of product (1.0 means a 100% yield; for example, 0.34 means a 34% yield). (1) The reactants are [OH:1][C:2]1[CH:7]=[C:6]([OH:8])[CH:5]=[CH:4][C:3]=1[C:9](=[O:22])[CH2:10][C:11]1[CH:21]=[CH:20][C:14]([C:15]([O:17]CC)=[O:16])=[CH:13][CH:12]=1.Cl. The catalyst is O1CCOCC1. The product is [OH:1][C:2]1[CH:7]=[C:6]([OH:8])[CH:5]=[CH:4][C:3]=1[C:9](=[O:22])[CH2:10][C:11]1[CH:21]=[CH:20][C:14]([C:15]([OH:17])=[O:16])=[CH:13][CH:12]=1. The yield is 0.833. (2) The reactants are [CH3:1][O:2][C:3]1[C:4]([OH:22])=[CH:5][C:6]2[CH2:7][CH2:8][C@@H:9]3[C@@H:18]([C:19]=2[CH:20]=1)[CH2:17][CH2:16][C@@:14]1([CH3:15])[C@H:10]3[CH2:11][CH2:12][C@@H:13]1O.C(N(S(F)(F)[F:29])CC)C. The catalyst is ClCCl. The product is [F:29][C@@H:13]1[CH2:12][CH2:11][C@H:10]2[C@H:9]3[C@H:18]([CH2:17][CH2:16][C@:14]12[CH3:15])[C:19]1[CH:20]=[C:3]([O:2][CH3:1])[C:4]([OH:22])=[CH:5][C:6]=1[CH2:7][CH2:8]3. The yield is 0.210. (3) The reactants are N1CCCCC1.[CH:7]1([O:12][C:13]2[CH:20]=[CH:19][C:16]([CH:17]=O)=[CH:15][C:14]=2[O:21][CH3:22])[CH2:11][CH2:10][CH2:9][CH2:8]1.C([CH2:26][C:27]([NH:29][C:30]1[CH:38]=[CH:37][CH:36]=[CH:35][C:31]=1[C:32]([OH:34])=[O:33])=[O:28])(O)=O.Cl. The catalyst is C1(C)C=CC=CC=1. The product is [CH:7]1([O:12][C:13]2[CH:20]=[CH:19][C:16](/[CH:17]=[CH:26]/[C:27]([NH:29][C:30]3[CH:38]=[CH:37][CH:36]=[CH:35][C:31]=3[C:32]([OH:34])=[O:33])=[O:28])=[CH:15][C:14]=2[O:21][CH3:22])[CH2:11][CH2:10][CH2:9][CH2:8]1. The yield is 0.670. (4) The yield is 0.780. The product is [N:23]1[CH:28]=[CH:27][CH:26]=[CH:25][C:24]=1[CH2:29][NH:30][C:2]1[CH:7]=[CH:6][C:5]([C:8]2[O:9][C:10]3[CH:16]=[CH:15][CH:14]=[CH:13][C:11]=3[N:12]=2)=[CH:4][C:3]=1[NH2:17]. The catalyst is [C].[Pd].O. The reactants are F[C:2]1[CH:7]=[CH:6][C:5]([C:8]2[O:9][C:10]3[CH:16]=[CH:15][CH:14]=[CH:13][C:11]=3[N:12]=2)=[CH:4][C:3]=1[N+:17]([O-])=O.C(#N)C.[N:23]1[CH:28]=[CH:27][CH:26]=[CH:25][C:24]=1[CH2:29][NH2:30].[H][H]. (5) The reactants are [N+:1]([O-:4])([O-])=[O:2].[K+].[C:6]1([C:12]2([C:16]#[N:17])[CH2:15][CH2:14][CH2:13]2)[CH:11]=[CH:10][CH:9]=[CH:8][CH:7]=1. The catalyst is S(=O)(=O)(O)O. The product is [N+:1]([C:9]1[CH:10]=[CH:11][C:6]([C:12]2([C:16]#[N:17])[CH2:15][CH2:14][CH2:13]2)=[CH:7][CH:8]=1)([O-:4])=[O:2]. The yield is 0.920. (6) The reactants are [C:1]([O:5][C:6]([N:8]1[CH2:13][CH2:12][N:11]([C:14]2[CH:15]=[N:16][C:17]([NH:20][C:21]3[N:22]=[CH:23][C:24]4[C:30]([CH3:31])=[C:29]([C:32]([O:34][CH2:35][CH3:36])=[CH2:33])[C:28](=[O:37])[N:27]([CH:38]5[CH2:42][CH2:41][CH2:40][CH2:39]5)[C:25]=4[N:26]=3)=[CH:18][CH:19]=2)[CH2:10][CH2:9]1)=[O:7])([CH3:4])([CH3:3])[CH3:2].[CH:43](OCCCC)=[CH2:44].C(N(C(C)C)CC)(C)C. The catalyst is ClCCl.[Pd](Cl)Cl.C1(P([C-]2C=CC=C2)C2C=CC=CC=2)C=CC=CC=1.[CH-]1C=CC=C1.[Fe+2].C1(P([C-]2C=CC=C2)C2C=CC=CC=2)C=CC=CC=1.[CH-]1C=CC=C1.[Fe+2].C(O)CCC. The product is [C:1]([O:5][C:6]([N:8]1[CH2:9][CH2:10][N:11]([C:14]2[CH:15]=[N:16][C:17]([NH:20][C:21]3[N:22]=[CH:23][C:24]4[C:30]([CH3:31])=[C:29]([C:32]([O:34][CH2:35][CH2:36][CH2:43][CH3:44])=[CH2:33])[C:28](=[O:37])[N:27]([CH:38]5[CH2:39][CH2:40][CH2:41][CH2:42]5)[C:25]=4[N:26]=3)=[CH:18][CH:19]=2)[CH2:12][CH2:13]1)=[O:7])([CH3:2])([CH3:3])[CH3:4]. The yield is 0.750.